From a dataset of Full USPTO retrosynthesis dataset with 1.9M reactions from patents (1976-2016). Predict the reactants needed to synthesize the given product. (1) Given the product [Cl:20][C:21]1[CH:22]=[C:23]([CH:27]=[CH:28][C:29]=1[O:5][CH:6]1[CH2:11][CH2:10][N:9]([C:12]2[N:17]=[CH:16][C:15]([CH2:18][CH3:19])=[CH:14][N:13]=2)[CH2:8][CH2:7]1)[C:24]([O:26][CH3:31])=[O:25], predict the reactants needed to synthesize it. The reactants are: CS([O:5][CH:6]1[CH2:11][CH2:10][N:9]([C:12]2[N:17]=[CH:16][C:15]([CH2:18][CH3:19])=[CH:14][N:13]=2)[CH2:8][CH2:7]1)(=O)=O.[Cl:20][C:21]1[CH:22]=[C:23]([CH:27]=[CH:28][C:29]=1O)[C:24]([O-:26])=[O:25].[C:31]([O-])([O-])=O.[Cs+].[Cs+]. (2) The reactants are: [H-].[Na+].I[CH3:4].[Cl:5][C:6]1[CH:11]=[C:10]([C:12]2[C:13](=[O:23])[O:14][C:15]3([CH2:22][CH2:21][CH2:20][CH2:19][CH2:18]3)[C:16]=2[OH:17])[C:9]([CH3:24])=[CH:8][C:7]=1[C:25]1[CH:30]=[CH:29][CH:28]=[C:27]([NH:31][S:32]([CH3:35])(=[O:34])=[O:33])[CH:26]=1.O=O. Given the product [Cl:5][C:6]1[CH:11]=[C:10]([C:12]2[C:13](=[O:23])[O:14][C:15]3([CH2:22][CH2:21][CH2:20][CH2:19][CH2:18]3)[C:16]=2[OH:17])[C:9]([CH3:24])=[CH:8][C:7]=1[C:25]1[CH:30]=[CH:29][CH:28]=[C:27]([N:31]([CH3:4])[S:32]([CH3:35])(=[O:34])=[O:33])[CH:26]=1, predict the reactants needed to synthesize it. (3) The reactants are: [F:1][C:2]1[CH:7]=[CH:6][C:5]([C:8](=O)[C:9](=[CH:18][OH:19])[CH2:10][CH2:11][N:12]2[CH2:17][CH2:16][O:15][CH2:14][CH2:13]2)=[CH:4][CH:3]=1.[ClH:21].[NH2:22][OH:23]. Given the product [OH2:15].[ClH:21].[F:1][C:2]1[CH:7]=[CH:6][C:5]([C:8]2[C:9]([CH2:10][CH2:11][N:12]3[CH2:17][CH2:16][O:15][CH2:14][CH2:13]3)=[CH:18][O:19][N:22]=2)=[CH:4][CH:3]=1.[F:1][C:2]1[CH:7]=[CH:6][C:5]([C:8]2[C:9]([CH2:10][CH2:11][N:12]3[CH2:13][CH2:14][O:15][CH2:16][CH2:17]3)=[CH:18][O:23][N:22]=2)=[CH:4][CH:3]=1.[ClH:21], predict the reactants needed to synthesize it.